Dataset: Catalyst prediction with 721,799 reactions and 888 catalyst types from USPTO. Task: Predict which catalyst facilitates the given reaction. (1) Reactant: [CH3:1][N:2]1[CH2:7][CH2:6][NH:5][CH2:4][CH2:3]1.Cl[CH2:9][C:10]1[CH:11]=[C:12]([CH:38]=[CH:39][CH:40]=1)[C:13]([NH:15][C:16]1[CH:17]=[C:18]([CH:34]=[CH:35][C:36]=1[CH3:37])[C:19]([NH:21][C:22]1[CH:27]=[CH:26][CH:25]=[C:24]([N:28]2[CH2:33][CH2:32][O:31][CH2:30][CH2:29]2)[CH:23]=1)=[O:20])=[O:14].C(=O)([O-])[O-].[K+].[K+].CC(C)=O. Product: [CH3:37][C:36]1[CH:35]=[CH:34][C:18]([C:19]([NH:21][C:22]2[CH:27]=[CH:26][CH:25]=[C:24]([N:28]3[CH2:29][CH2:30][O:31][CH2:32][CH2:33]3)[CH:23]=2)=[O:20])=[CH:17][C:16]=1[NH:15][C:13](=[O:14])[C:12]1[CH:38]=[CH:39][CH:40]=[C:10]([CH2:9][N:5]2[CH2:6][CH2:7][N:2]([CH3:1])[CH2:3][CH2:4]2)[CH:11]=1. The catalyst class is: 13. (2) Reactant: [F:1][C:2]([F:16])([O:6][C:7]1[CH:8]=[C:9]([CH:13]=[CH:14][CH:15]=1)[C:10]([OH:12])=O)[CH:3]([F:5])[F:4].C(Cl)(=O)C(Cl)=O.O1CCCC1.[NH2:28][C:29]1[CH:30]=[CH:31][C:32]([O:51][CH3:52])=[C:33]([CH:50]=1)[O:34][C:35]1[CH:36]=[CH:37][C:38]2[N:39]([CH:41]=[C:42]([NH:44][C:45]([CH:47]3[CH2:49][CH2:48]3)=[O:46])[N:43]=2)[N:40]=1. Product: [CH:47]1([C:45]([NH:44][C:42]2[N:43]=[C:38]3[CH:37]=[CH:36][C:35]([O:34][C:33]4[CH:50]=[C:29]([NH:28][C:10](=[O:12])[C:9]5[CH:13]=[CH:14][CH:15]=[C:7]([O:6][C:2]([F:1])([F:16])[CH:3]([F:4])[F:5])[CH:8]=5)[CH:30]=[CH:31][C:32]=4[O:51][CH3:52])=[N:40][N:39]3[CH:41]=2)=[O:46])[CH2:48][CH2:49]1. The catalyst class is: 637. (3) Reactant: Cl[C:2]1[N:7]=[C:6]([C:8]2[N:12]3[CH:13]=[CH:14][CH:15]=[CH:16][C:11]3=[N:10][C:9]=2[C:17]2[CH:18]=[C:19]([CH:31]=[CH:32][CH:33]=2)[C:20]([NH:22][C:23]2[C:28]([F:29])=[CH:27][CH:26]=[CH:25][C:24]=2[F:30])=[O:21])[CH:5]=[CH:4][N:3]=1.[CH3:34][O:35][C:36]1[CH:42]=[C:41]([N:43]2[CH2:48][CH2:47][CH:46]([N:49]3[CH2:54][CH2:53][N:52]([S:55]([CH3:58])(=[O:57])=[O:56])[CH2:51][CH2:50]3)[CH2:45][CH2:44]2)[CH:40]=[CH:39][C:37]=1[NH2:38].C1(C)C=CC(S(O)(=O)=O)=CC=1. Product: [F:30][C:24]1[CH:25]=[CH:26][CH:27]=[C:28]([F:29])[C:23]=1[NH:22][C:20](=[O:21])[C:19]1[CH:31]=[CH:32][CH:33]=[C:17]([C:9]2[N:10]=[C:11]3[CH:16]=[CH:15][CH:14]=[CH:13][N:12]3[C:8]=2[C:6]2[CH:5]=[CH:4][N:3]=[C:2]([NH:38][C:37]3[CH:39]=[CH:40][C:41]([N:43]4[CH2:48][CH2:47][CH:46]([N:49]5[CH2:54][CH2:53][N:52]([S:55]([CH3:58])(=[O:57])=[O:56])[CH2:51][CH2:50]5)[CH2:45][CH2:44]4)=[CH:42][C:36]=3[O:35][CH3:34])[N:7]=2)[CH:18]=1. The catalyst class is: 41. (4) Reactant: Br[CH2:2][C:3](=O)[CH:4]([CH3:6])[CH3:5].C(OC(C1O[S:15]C=CC=1)=O)C.[NH3:19].[CH3:20][CH2:21][O:22][C:23]([CH3:25])=[O:24]. Product: [CH:4]([C:3]1[N:19]=[C:25]([C:23]([O:22][CH2:21][CH3:20])=[O:24])[S:15][CH:2]=1)([CH3:6])[CH3:5]. The catalyst class is: 40. (5) Reactant: C[O:2][C:3](=[O:28])[CH:4]([O:6][C:7]1[CH:16]=[CH:15][C:14]([Cl:17])=[C:13]2[C:8]=1[C:9]([CH3:27])=[C:10]([CH2:19][C:20]1[CH:25]=[CH:24][C:23]([Cl:26])=[CH:22][CH:21]=1)[C:11]([CH3:18])=[N:12]2)[CH3:5].[OH-].[Li+]. Product: [Cl:17][C:14]1[CH:15]=[CH:16][C:7]([O:6][CH:4]([CH3:5])[C:3]([OH:28])=[O:2])=[C:8]2[C:13]=1[N:12]=[C:11]([CH3:18])[C:10]([CH2:19][C:20]1[CH:25]=[CH:24][C:23]([Cl:26])=[CH:22][CH:21]=1)=[C:9]2[CH3:27]. The catalyst class is: 7.